This data is from Catalyst prediction with 721,799 reactions and 888 catalyst types from USPTO. The task is: Predict which catalyst facilitates the given reaction. (1) Reactant: [OH:1][C:2]1[CH:12]=[CH:11][C:5]([C:6]([O:8][CH2:9][CH3:10])=[O:7])=[CH:4][CH:3]=1.CCN(C(C)C)C(C)C.[CH3:22][Si:23]([CH2:26][CH2:27][O:28][CH2:29]Cl)([CH3:25])[CH3:24]. Product: [CH3:22][Si:23]([CH3:25])([CH3:24])[CH2:26][CH2:27][O:28][CH2:29][O:1][C:2]1[CH:3]=[CH:4][C:5]([C:6]([O:8][CH2:9][CH3:10])=[O:7])=[CH:11][CH:12]=1. The catalyst class is: 2. (2) Reactant: C(OC([N:8]1[CH2:13][CH2:12][N:11]([C:14]2[C:19]([Cl:20])=[N:18][CH:17]=[C:16]([O:21][CH2:22][C:23]3[CH:28]=[CH:27][CH:26]=[C:25]([Cl:29])[CH:24]=3)[N:15]=2)[CH2:10][CH2:9]1)=O)(C)(C)C.Cl.CCOCC. Product: [ClH:20].[Cl:20][C:19]1[C:14]([N:11]2[CH2:12][CH2:13][NH:8][CH2:9][CH2:10]2)=[N:15][C:16]([O:21][CH2:22][C:23]2[CH:28]=[CH:27][CH:26]=[C:25]([Cl:29])[CH:24]=2)=[CH:17][N:18]=1. The catalyst class is: 12. (3) Reactant: [F:1][C:2]([F:10])([F:9])[CH:3]([OH:8])[C:4](F)([F:6])[F:5].C([Li])CCC.[CH:16](=[O:21])[CH2:17][CH:18](C)[CH3:19].Cl. Product: [F:1][C:2]([F:10])([F:9])[C:3](=[O:8])[C:4]([F:6])([F:5])[CH:16]([OH:21])[CH2:17][CH2:18][CH3:19]. The catalyst class is: 188. (4) Reactant: [CH3:1][C:2]1[CH:7]=[CH:6][CH:5]=[C:4]([CH3:8])[C:3]=1[NH:9][C:10]1[C:18]2[C:13](=[CH:14][C:15]([NH:19][C:20]3[CH:25]=[CH:24][CH:23]=[CH:22][CH:21]=3)=[CH:16][CH:17]=2)[N:12]([CH2:26][C:27](O)=[O:28])[N:11]=1.CCN(CC)CC.C1N(P(Cl)(N2C(=O)OCC2)=O)C(=O)OC1.[CH3:52][N:53]1[CH2:58][CH2:57][NH:56][CH2:55][CH2:54]1. Product: [CH3:8][C:4]1[CH:5]=[CH:6][CH:7]=[C:2]([CH3:1])[C:3]=1[NH:9][C:10]1[C:18]2[C:13](=[CH:14][C:15]([NH:19][C:20]3[CH:21]=[CH:22][CH:23]=[CH:24][CH:25]=3)=[CH:16][CH:17]=2)[N:12]([CH2:26][C:27]([N:56]2[CH2:57][CH2:58][N:53]([CH3:52])[CH2:54][CH2:55]2)=[O:28])[N:11]=1. The catalyst class is: 2. (5) Reactant: [CH2:1]([O:3][C:4](=[O:12])[C:5]1[CH:10]=[CH:9][C:8]([NH2:11])=[CH:7][CH:6]=1)[CH3:2].[Br:13][C:14]1[CH:15]=[C:16]([CH:20]=O)[CH:17]=[N:18][CH:19]=1. Product: [CH2:1]([O:3][C:4](=[O:12])[C:5]1[CH:10]=[CH:9][C:8]([N:11]=[CH:20][C:16]2[CH:17]=[N:18][CH:19]=[C:14]([Br:13])[CH:15]=2)=[CH:7][CH:6]=1)[CH3:2]. The catalyst class is: 626.